The task is: Predict the product of the given reaction.. This data is from Forward reaction prediction with 1.9M reactions from USPTO patents (1976-2016). (1) Given the reactants C(OC([N:8]1[CH2:13][CH2:12][N:11]([C:14]2[CH:19]=[CH:18][C:17]([C:20]3[CH:21]=[N:22][CH:23]=[CH:24][CH:25]=3)=[CH:16][CH:15]=2)[CH2:10][CH2:9]1)=O)(C)(C)C, predict the reaction product. The product is: [N:22]1[CH:23]=[CH:24][CH:25]=[C:20]([C:17]2[CH:16]=[CH:15][C:14]([N:11]3[CH2:12][CH2:13][NH:8][CH2:9][CH2:10]3)=[CH:19][CH:18]=2)[CH:21]=1. (2) Given the reactants Cl.[O:2]=[C:3]1[N:7]([C:8]2[CH:17]=[CH:16][C:11]([C:12]([O:14][CH3:15])=[O:13])=[CH:10][CH:9]=2)[CH2:6][C:5]2([CH2:22][CH2:21][NH:20][CH2:19][CH2:18]2)[O:4]1.[Br:23][C:24]1[CH:25]=[C:26]([CH:29]=[CH:30][C:31]=1[Cl:32])[CH:27]=O, predict the reaction product. The product is: [Br:23][C:24]1[CH:25]=[C:26]([CH:29]=[CH:30][C:31]=1[Cl:32])[CH2:27][N:20]1[CH2:21][CH2:22][C:5]2([O:4][C:3](=[O:2])[N:7]([C:8]3[CH:17]=[CH:16][C:11]([C:12]([O:14][CH3:15])=[O:13])=[CH:10][CH:9]=3)[CH2:6]2)[CH2:18][CH2:19]1.